The task is: Regression. Given a peptide amino acid sequence and an MHC pseudo amino acid sequence, predict their binding affinity value. This is MHC class II binding data.. This data is from Peptide-MHC class II binding affinity with 134,281 pairs from IEDB. (1) The peptide sequence is KENIKYEVAIFVHGP. The MHC is DRB1_0404 with pseudo-sequence DRB1_0404. The binding affinity (normalized) is 0.675. (2) The peptide sequence is SSCEVALSYYPTPLA. The MHC is HLA-DQA10102-DQB10602 with pseudo-sequence HLA-DQA10102-DQB10602. The binding affinity (normalized) is 0.190. (3) The peptide sequence is ATSLDTMTQMNQAFR. The MHC is HLA-DQA10301-DQB10302 with pseudo-sequence HLA-DQA10301-DQB10302. The binding affinity (normalized) is 0.121. (4) The MHC is DRB1_0404 with pseudo-sequence DRB1_0404. The binding affinity (normalized) is 0.311. The peptide sequence is FPCQEWQEVDSILGF. (5) The peptide sequence is KHLAVLVKYEGDTMA. The MHC is HLA-DQA10501-DQB10301 with pseudo-sequence HLA-DQA10501-DQB10301. The binding affinity (normalized) is 0.0471. (6) The peptide sequence is SVTIKLDGNLLSSND. The MHC is HLA-DQA10104-DQB10503 with pseudo-sequence HLA-DQA10104-DQB10503. The binding affinity (normalized) is 0.154. (7) The peptide sequence is PSPSMGRDIKVQFQS. The MHC is DRB1_0405 with pseudo-sequence DRB1_0405. The binding affinity (normalized) is 0.274. (8) The peptide sequence is EKKYFAATQFGPLAA. The MHC is HLA-DPA10103-DPB10601 with pseudo-sequence HLA-DPA10103-DPB10601. The binding affinity (normalized) is 0.870. (9) The peptide sequence is LFGKKNLIPSSASPW. The MHC is DRB3_0101 with pseudo-sequence DRB3_0101. The binding affinity (normalized) is 0.416. (10) The peptide sequence is SSPDNVKPLYIITPT. The MHC is HLA-DQA10102-DQB10602 with pseudo-sequence HLA-DQA10102-DQB10602. The binding affinity (normalized) is 0.208.